Dataset: Catalyst prediction with 721,799 reactions and 888 catalyst types from USPTO. Task: Predict which catalyst facilitates the given reaction. (1) Reactant: [F:1][C:2]([F:22])([C:10]1[CH:11]=[C:12]2[C:17](=[CH:18][CH:19]=1)[N:16]=[CH:15][C:14]([O:20][CH3:21])=[CH:13]2)[C:3]([O:5]C(C)(C)C)=[O:4].FC(F)(F)C(O)=O.C([SiH](CC)CC)C. Product: [F:22][C:2]([F:1])([C:10]1[CH:11]=[C:12]2[C:17](=[CH:18][CH:19]=1)[N:16]=[CH:15][C:14]([O:20][CH3:21])=[CH:13]2)[C:3]([OH:5])=[O:4]. The catalyst class is: 2. (2) Reactant: [F:1][C:2]([F:36])([F:35])[C:3]1[CH:4]=[C:5]([C:13]([CH3:34])([CH3:33])[C:14]([N:16]([C:18]2[CH:19]=[N:20][C:21](Cl)=[CH:22][C:23]=2[C:24]2[CH:29]=[CH:28][C:27]([F:30])=[CH:26][C:25]=2[CH3:31])[CH3:17])=[O:15])[CH:6]=[C:7]([C:9]([F:12])([F:11])[F:10])[CH:8]=1.[S:37]1[CH2:41][CH2:40][NH:39][CH2:38]1. Product: [F:1][C:2]([F:36])([F:35])[C:3]1[CH:4]=[C:5]([C:13]([CH3:34])([CH3:33])[C:14]([N:16]([C:18]2[CH:19]=[N:20][C:21]([N:39]3[CH2:40][CH2:41][S:37][CH2:38]3)=[CH:22][C:23]=2[C:24]2[CH:29]=[CH:28][C:27]([F:30])=[CH:26][C:25]=2[CH3:31])[CH3:17])=[O:15])[CH:6]=[C:7]([C:9]([F:12])([F:11])[F:10])[CH:8]=1. The catalyst class is: 74. (3) Reactant: [F:1][C:2]([F:16])([F:15])[C:3]1([C:6]2[CH:14]=[CH:13][C:9]([C:10]([OH:12])=[O:11])=[CH:8][CH:7]=2)[N:5]=[N:4]1.[C:17](=[O:20])([O-])[O-:18].[K+].[K+].I[C:24](I)([CH3:26])[CH3:25]. Product: [F:16][C:2]([F:1])([F:15])[C:3]1([C:6]2[CH:14]=[CH:13][C:9]([C:10]([O:12][CH2:25][CH2:24][CH2:26][O:18][C:17](=[O:20])[C:9]3[CH:8]=[CH:7][C:6]([C:3]4([C:2]([F:1])([F:16])[F:15])[N:4]=[N:5]4)=[CH:14][CH:13]=3)=[O:11])=[CH:8][CH:7]=2)[N:4]=[N:5]1. The catalyst class is: 21. (4) Reactant: [CH:1]1([S:4]([C:7]2[CH:12]=[CH:11][C:10]([CH:13]([C:21]3[NH:25][C:24]([C:26]4[S:27][C:28]([CH:31]([OH:33])[CH3:32])=[CH:29][N:30]=4)=[CH:23][CH:22]=3)[CH2:14][CH:15]3[CH2:20][CH2:19][O:18][CH2:17][CH2:16]3)=[CH:9][CH:8]=2)(=[O:6])=[O:5])[CH2:3][CH2:2]1.[F:34]C(F)(F)S([O-])(=O)=O.ClC1C=CC=C(Cl)[N+]=1F. Product: [CH:1]1([S:4]([C:7]2[CH:12]=[CH:11][C:10]([CH:13]([C:21]3[NH:25][C:24]([C:26]4[S:27][C:28]([CH:31]([OH:33])[CH3:32])=[CH:29][N:30]=4)=[C:23]([F:34])[CH:22]=3)[CH2:14][CH:15]3[CH2:16][CH2:17][O:18][CH2:19][CH2:20]3)=[CH:9][CH:8]=2)(=[O:5])=[O:6])[CH2:3][CH2:2]1. The catalyst class is: 96. (5) Reactant: C(OC([NH:11][C@H:12]([C:16]1[O:17][C:18]([C:25]2[C:33]3[C:28](=[C:29]([Br:34])[CH:30]=[CH:31][CH:32]=3)[NH:27][CH:26]=2)=[C:19]([C:21]([O:23][CH3:24])=[O:22])[N:20]=1)[CH:13]([CH3:15])[CH3:14])=O)C1C=CC=CC=1.Br.CC(OC)(C)C. Product: [BrH:34].[NH2:11][C@H:12]([C:16]1[O:17][C:18]([C:25]2[C:33]3[C:28](=[C:29]([Br:34])[CH:30]=[CH:31][CH:32]=3)[NH:27][CH:26]=2)=[C:19]([C:21]([O:23][CH3:24])=[O:22])[N:20]=1)[CH:13]([CH3:15])[CH3:14]. The catalyst class is: 15.